This data is from Catalyst prediction with 721,799 reactions and 888 catalyst types from USPTO. The task is: Predict which catalyst facilitates the given reaction. (1) Reactant: C([O:3][C:4](=[O:41])[C:5]([CH3:40])([CH3:39])[CH2:6][O:7][C:8]1[CH:13]=[CH:12][C:11]([C:14]2[N:18]([C:19]([CH3:22])([CH3:21])[CH3:20])[C:17]3[CH:23]=[CH:24][C:25]([C:27]4[CH:28]=[N:29][C:30]([NH2:33])=[N:31][CH:32]=4)=[CH:26][C:16]=3[N:15]=2)=[C:10]([N:34]2[CH:38]=[N:37][CH:36]=[N:35]2)[CH:9]=1)C.[OH-].[Na+]. Product: [NH2:33][C:30]1[N:29]=[CH:28][C:27]([C:25]2[CH:24]=[CH:23][C:17]3[N:18]([C:19]([CH3:22])([CH3:21])[CH3:20])[C:14]([C:11]4[CH:12]=[CH:13][C:8]([O:7][CH2:6][C:5]([CH3:39])([CH3:40])[C:4]([OH:41])=[O:3])=[CH:9][C:10]=4[N:34]4[CH:38]=[N:37][CH:36]=[N:35]4)=[N:15][C:16]=3[CH:26]=2)=[CH:32][N:31]=1. The catalyst class is: 38. (2) Reactant: [Cl-].[CH3:2][C@:3]12[C@@:20]3([CH3:21])[C@@H:11]([C@:12]4([CH3:25])[C@@H:17]([CH2:18][CH2:19]3)[C:16]([CH3:23])([CH3:22])[C:15](=[O:24])[CH2:14][CH2:13]4)[CH2:10][CH2:9][C@@H:8]1[C@H:7]1[C@H:26]([C:29]([CH3:31])=[CH2:30])[CH2:27][CH2:28][C@:6]1([NH3+:32])[CH2:5][CH2:4]2.C(=O)(O)[O-].[Na+]. Product: [NH2:32][C@:6]12[CH2:28][CH2:27][C@@H:26]([C:29]([CH3:31])=[CH2:30])[C@@H:7]1[C@@H:8]1[C@@:3]([CH3:2])([CH2:4][CH2:5]2)[C@@:20]2([CH3:21])[C@@H:11]([C@:12]3([CH3:25])[C@@H:17]([CH2:18][CH2:19]2)[C:16]([CH3:22])([CH3:23])[C:15](=[O:24])[CH2:14][CH2:13]3)[CH2:10][CH2:9]1. The catalyst class is: 2. (3) Reactant: [CH:1]([C:4]1[CH:8]=[CH:7][NH:6][N:5]=1)([CH3:3])[CH3:2].Cl[C:10]1[CH:19]=[C:18]([O:20]CC2C=CC(OC)=CC=2)[C:17]2[C:12](=[C:13]([CH3:32])[C:14]([O:30][CH3:31])=[CH:15][CH:16]=2)[N:11]=1.O. Product: [OH:20][C:18]1[C:17]2[C:12](=[C:13]([CH3:32])[C:14]([O:30][CH3:31])=[CH:15][CH:16]=2)[N:11]=[C:10]([N:6]2[CH:7]=[CH:8][C:4]([CH:1]([CH3:3])[CH3:2])=[N:5]2)[CH:19]=1. The catalyst class is: 60. (4) Reactant: [NH2:1][C:2]1[N:7]=[C:6]([C:8]2[O:9][CH:10]=[CH:11][CH:12]=2)[C:5]([C:13]#[N:14])=[C:4](S(C)=O)[N:3]=1.Cl.Cl.[CH3:20][C:21]1[C:22]([CH2:28][NH2:29])=[N:23][CH:24]=[C:25]([CH3:27])[CH:26]=1.C1CCN2C(=NCCC2)CC1. Product: [NH2:1][C:2]1[N:3]=[C:4]([NH:29][CH2:28][C:22]2[C:21]([CH3:20])=[CH:26][C:25]([CH3:27])=[CH:24][N:23]=2)[C:5]([C:13]#[N:14])=[C:6]([C:8]2[O:9][CH:10]=[CH:11][CH:12]=2)[N:7]=1. The catalyst class is: 57. (5) Reactant: C([Si]1(C(C)(C)C)[O:10][C@H:9]2[C@H:11]([O:14][C:15]3[N:16](COCC[Si](C)(C)C)[C:17]4[C:18]([N:41]=3)=[N:19][C:20]([C:24]3[CH:29]=[CH:28][C:27]([C:30]5[CH:31]=[N:32][C:33]([N:36]6[CH:40]=[CH:39][CH:38]=[N:37]6)=[CH:34][CH:35]=5)=[CH:26][CH:25]=3)=[C:21]([Cl:23])[CH:22]=4)[CH2:12][O:13][C@@H:8]2[CH2:7][O:6]1)(C)(C)C.C(O)=O.OS([O-])(=O)=O.[K+].[OH-].[Na+].CCCC[N+](CCCC)(CCCC)CCCC.[F-]. Product: [Cl:23][C:21]1[CH:22]=[C:17]2[NH:16][C:15]([O:14][C@@H:11]3[CH2:12][O:13][C@H:8]([CH2:7][OH:6])[C@H:9]3[OH:10])=[N:41][C:18]2=[N:19][C:20]=1[C:24]1[CH:25]=[CH:26][C:27]([C:30]2[CH:31]=[N:32][C:33]([N:36]3[CH:40]=[CH:39][CH:38]=[N:37]3)=[CH:34][CH:35]=2)=[CH:28][CH:29]=1. The catalyst class is: 1. (6) Reactant: [CH2:1]([C:4]1[S:28][C:7]2[N:8]=[C:9]([C:25](O)=[O:26])[N:10]=[C:11]([N:12]3[CH2:17][CH2:16][N:15]4[C:18]([C:21]([F:24])([F:23])[F:22])=[N:19][N:20]=[C:14]4[CH2:13]3)[C:6]=2[CH:5]=1)[CH2:2][CH3:3].[C:29]([NH:32][NH2:33])(=[O:31])[NH2:30].Cl.CN(C(ON1N=NC2C=CC=NC1=2)=[N+](C)C)C.F[P-](F)(F)(F)(F)F.C(N(CC)CC)C. Product: [CH2:1]([C:4]1[S:28][C:7]2[N:8]=[C:9]([C:25]([NH:33][NH:32][C:29]([NH2:30])=[O:31])=[O:26])[N:10]=[C:11]([N:12]3[CH2:17][CH2:16][N:15]4[C:18]([C:21]([F:24])([F:23])[F:22])=[N:19][N:20]=[C:14]4[CH2:13]3)[C:6]=2[CH:5]=1)[CH2:2][CH3:3]. The catalyst class is: 9. (7) Reactant: [F:1][C:2]1[CH:3]=[C:4]([CH:9]=[CH:10][C:11]=1[O:12][C:13]1[CH:18]=[CH:17][C:16]([B:19]2OC(C)(C)C(C)(C)[O:20]2)=[C:15]([CH:28]=[O:29])[CH:14]=1)[C:5]([O:7][CH3:8])=[O:6].[BH4-].[Na+]. Product: [OH:20][B:19]1[C:16]2[CH:17]=[CH:18][C:13]([O:12][C:11]3[CH:10]=[CH:9][C:4]([C:5]([O:7][CH3:8])=[O:6])=[CH:3][C:2]=3[F:1])=[CH:14][C:15]=2[CH2:28][O:29]1. The catalyst class is: 5. (8) Product: [CH3:26][C:25]1[S:45][C:3]2[C:4]3[CH:5]=[CH:6][CH:7]=[CH:8][C:9]=3[O:10][C:11]3([CH2:12][CH2:13][NH:14][CH2:15][CH2:16]3)[C:2]=2[N:1]=1. Reactant: [NH2:1][CH:2]1[C:11]2([CH2:16][CH2:15][N:14](C(OC(C)(C)C)=O)[CH2:13][CH2:12]2)[O:10][C:9]2[C:4](=[CH:5][CH:6]=[CH:7][CH:8]=2)[C:3]1=O.[C:25](Cl)(=O)[CH3:26].C(N(CC)CC)C.COC1C=CC(P2(SP(C3C=CC(OC)=CC=3)(=S)S2)=[S:45])=CC=1.Cl.O1CCOCC1. The catalyst class is: 426.